This data is from Forward reaction prediction with 1.9M reactions from USPTO patents (1976-2016). The task is: Predict the product of the given reaction. (1) Given the reactants [O:1]=[C:2]([C:15]1[CH:20]=[CH:19][CH:18]=[CH:17][CH:16]=1)[CH:3]([C:9]1[CH:10]=[N:11][CH:12]=[CH:13][CH:14]=1)C(OCC)=O.Cl, predict the reaction product. The product is: [C:15]1([C:2](=[O:1])[CH2:3][C:9]2[CH:10]=[N:11][CH:12]=[CH:13][CH:14]=2)[CH:20]=[CH:19][CH:18]=[CH:17][CH:16]=1. (2) Given the reactants [NH:1]1[CH:5]=[CH:4][CH:3]=[C:2]1[C:6]([O:8][CH2:9][CH3:10])=[O:7].[C:11](Cl)(=[O:23])[CH2:12][CH2:13][CH2:14][CH2:15][CH2:16][CH2:17][CH2:18][CH2:19][CH2:20][CH2:21][CH3:22], predict the reaction product. The product is: [C:11]([C:4]1[CH:3]=[C:2]([C:6]([O:8][CH2:9][CH3:10])=[O:7])[NH:1][CH:5]=1)(=[O:23])[CH2:12][CH2:13][CH2:14][CH2:15][CH2:16][CH2:17][CH2:18][CH2:19][CH2:20][CH2:21][CH3:22]. (3) Given the reactants [NH2:1][C@H:2]1[CH2:7][CH2:6][C@H:5]([NH:8][C:9]([C:11]2[C:15]3[N:16]=[CH:17][N:18]=[C:19]([C:20]4[CH:25]=[CH:24][C:23]([O:26][CH3:27])=[CH:22][C:21]=4[O:28][CH2:29][CH:30]4[CH2:32][CH2:31]4)[C:14]=3[NH:13][CH:12]=2)=[O:10])[CH2:4][CH2:3]1.Cl[C:34]([CH2:36][O:37]C(=O)C)=[O:35], predict the reaction product. The product is: [OH:37][CH2:36][C:34]([NH:1][C@H:2]1[CH2:7][CH2:6][C@H:5]([NH:8][C:9]([C:11]2[C:15]3[N:16]=[CH:17][N:18]=[C:19]([C:20]4[CH:25]=[CH:24][C:23]([O:26][CH3:27])=[CH:22][C:21]=4[O:28][CH2:29][CH:30]4[CH2:31][CH2:32]4)[C:14]=3[NH:13][CH:12]=2)=[O:10])[CH2:4][CH2:3]1)=[O:35]. (4) Given the reactants [CH3:1][O:2][CH2:3][CH2:4][O:5][C:6]1[CH:26]=[CH:25][C:9]([O:10][C:11]2[CH:16]=[C:15]([CH3:17])[C:14]([C:18]3[N:19]=[C:20]([NH2:23])[S:21][CH:22]=3)=[C:13]([CH3:24])[CH:12]=2)=[CH:8][CH:7]=1.[F:27][C:28]1C=C(C=CN=1)C(O)=O.Cl.C(N=C=N[CH2:43][CH2:44][CH2:45][N:46]([CH3:48])C)C.[OH:49][C:50]1C2N=NNC=2C=CC=1, predict the reaction product. The product is: [F:27][C:28]1[CH:48]=[N:46][CH:45]=[CH:44][C:43]=1[C:50]([NH:23][C:20]1[S:21][CH:22]=[C:18]([C:14]2[C:15]([CH3:17])=[CH:16][C:11]([O:10][C:9]3[CH:8]=[CH:7][C:6]([O:5][CH2:4][CH2:3][O:2][CH3:1])=[CH:26][CH:25]=3)=[CH:12][C:13]=2[CH3:24])[N:19]=1)=[O:49]. (5) The product is: [OH:19][CH2:18][C@@H:17]([NH:16][C:9](=[O:10])[O:11][C:12]([CH3:13])([CH3:14])[CH3:15])[C@H:20]([OH:24])[CH2:21][S:22][CH3:23]. Given the reactants [C:9](O[C:9]([O:11][C:12]([CH3:15])([CH3:14])[CH3:13])=[O:10])([O:11][C:12]([CH3:15])([CH3:14])[CH3:13])=[O:10].[NH2:16][C@@H:17]([C@H:20]([OH:24])[CH2:21][S:22][CH3:23])[CH2:18][OH:19], predict the reaction product.